From a dataset of Peptide-MHC class II binding affinity with 134,281 pairs from IEDB. Regression. Given a peptide amino acid sequence and an MHC pseudo amino acid sequence, predict their binding affinity value. This is MHC class II binding data. (1) The peptide sequence is SLILPGIKAQQSKLA. The MHC is HLA-DQA10102-DQB10501 with pseudo-sequence HLA-DQA10102-DQB10501. The binding affinity (normalized) is 0.568. (2) The peptide sequence is SPEVIPMFSALSEGAT. The MHC is HLA-DQA10101-DQB10501 with pseudo-sequence HLA-DQA10101-DQB10501. The binding affinity (normalized) is 0.206. (3) The peptide sequence is EVKYFAATQFEPLAA. The MHC is HLA-DQA10301-DQB10302 with pseudo-sequence HLA-DQA10301-DQB10302. The binding affinity (normalized) is 0.435. (4) The peptide sequence is ASEGAVDIINRWQVV. The MHC is HLA-DQA10101-DQB10501 with pseudo-sequence HLA-DQA10101-DQB10501. The binding affinity (normalized) is 0.338. (5) The peptide sequence is YEAFVLHFSEALHII. The MHC is DRB1_1302 with pseudo-sequence DRB1_1302. The binding affinity (normalized) is 0.987. (6) The peptide sequence is DGVWEIKSDKPLKGP. The MHC is HLA-DPA10201-DPB10101 with pseudo-sequence HLA-DPA10201-DPB10101. The binding affinity (normalized) is 0.0916. (7) The peptide sequence is STLIGDCATVHTANK. The MHC is DRB1_0101 with pseudo-sequence DRB1_0101. The binding affinity (normalized) is 0.560.